Dataset: Forward reaction prediction with 1.9M reactions from USPTO patents (1976-2016). Task: Predict the product of the given reaction. (1) Given the reactants [NH2:1][C:2]1[CH:7]=[CH:6][C:5]([CH2:8][C:9]([O:11][CH2:12][CH3:13])=[O:10])=[CH:4][C:3]=1I.[F:15][C:16]([F:27])([F:26])[C:17]1[CH:22]=[CH:21][C:20](B(O)O)=[CH:19][CH:18]=1.ClCCl.C(=O)([O-])[O-].[Na+].[Na+], predict the reaction product. The product is: [NH2:1][C:2]1[CH:7]=[CH:6][C:5]([CH2:8][C:9]([O:11][CH2:12][CH3:13])=[O:10])=[CH:4][C:3]=1[C:20]1[CH:21]=[CH:22][C:17]([C:16]([F:27])([F:26])[F:15])=[CH:18][CH:19]=1. (2) Given the reactants C(Cl)(=O)C.C1([C@H](OC(=O)[NH:15][C@@H:16]2[C@@H:25]([O:26][CH3:27])[CH2:24][C:23]3[C:18](=[CH:19][C:20]([C:28](=[O:30])[NH2:29])=[CH:21][CH:22]=3)[C:17]2([CH2:33][CH3:34])[CH2:31][CH3:32])C)C=CC=CC=1, predict the reaction product. The product is: [NH2:15][C@H:16]1[C:17]([CH2:31][CH3:32])([CH2:33][CH3:34])[C:18]2[CH:19]=[C:20]([C:28]([NH2:29])=[O:30])[CH:21]=[CH:22][C:23]=2[CH2:24][C@@H:25]1[O:26][CH3:27]. (3) Given the reactants [CH:1]1[C:14]2[C:5](=[N:6][CH:7]=[C:8]3[C:13]=2[CH:12]=[CH:11][CH:10]=[CH:9]3)[CH:4]=[CH:3][CH:2]=1.[C:15](Cl)(=[O:19])[CH:16]([CH3:18])[CH3:17].[Cl:21][C:22]1[S:26][C:25]([Mg]Br)=[CH:24][CH:23]=1, predict the reaction product. The product is: [Cl:21][C:22]1[S:26][C:25]([CH:7]2[C:8]3[C:13](=[CH:12][CH:11]=[CH:10][CH:9]=3)[C:14]3[CH:1]=[CH:2][CH:3]=[CH:4][C:5]=3[N:6]2[C:15](=[O:19])[CH:16]([CH3:18])[CH3:17])=[CH:24][CH:23]=1. (4) Given the reactants [NH2:1][S:2]([C:5]1[CH:6]=[C:7]([N+:13]([O-:15])=[O:14])[CH:8]=[C:9]([CH3:12])[C:10]=1F)(=[O:4])=[O:3].[CH3:16][O-:17].[Na+], predict the reaction product. The product is: [NH2:1][S:2]([C:5]1[CH:6]=[C:7]([N+:13]([O-:15])=[O:14])[CH:8]=[C:9]([CH3:12])[C:10]=1[O:17][CH3:16])(=[O:4])=[O:3]. (5) Given the reactants [C:1]1([O:11][CH3:12])[C:2](=[CH:4][CH:5]=[C:6]([CH:10]=1)[CH2:7][CH:8]=C)[OH:3].[N+:13]([O-])([OH:15])=[O:14].C(O)(=[O:19])C, predict the reaction product. The product is: [OH:3][C:2]1[C:4]([N+:13]([O-:15])=[O:14])=[CH:5][C:6]([CH2:7][CH:8]=[O:19])=[CH:10][C:1]=1[O:11][CH3:12].